This data is from Catalyst prediction with 721,799 reactions and 888 catalyst types from USPTO. The task is: Predict which catalyst facilitates the given reaction. (1) Reactant: [CH3:1][Si:2]([CH3:19])([CH3:18])[CH2:3][CH2:4][O:5][C:6](=O)[O:7]C1C=CC([N+]([O-])=O)=CC=1.CCN(C(C)C)C(C)C.[F:29][C:30]1[CH:35]=[C:34]([CH3:36])[C:33]([NH2:37])=[CH:32][C:31]=1[NH2:38]. Product: [CH3:1][Si:2]([CH3:19])([CH3:18])[CH2:3][CH2:4][O:5][C:6](=[O:7])[NH:37][C:33]1[CH:32]=[C:31]([NH2:38])[C:30]([F:29])=[CH:35][C:34]=1[CH3:36]. The catalyst class is: 239. (2) Reactant: [NH:1]1[CH:5]=[N:4][CH:3]=[N:2]1.[H-].[Na+].Br[CH2:9][C:10]([C:12]1[CH:17]=[CH:16][C:15]([O:18][C:19]2[CH:24]=[CH:23][C:22]([Cl:25])=[CH:21][CH:20]=2)=[CH:14][C:13]=1[Cl:26])=[O:11].Cl. Product: [Cl:26][C:13]1[CH:14]=[C:15]([O:18][C:19]2[CH:24]=[CH:23][C:22]([Cl:25])=[CH:21][CH:20]=2)[CH:16]=[CH:17][C:12]=1[C:10](=[O:11])[CH2:9][N:1]1[CH:5]=[N:4][CH:3]=[N:2]1. The catalyst class is: 20. (3) Reactant: [CH3:1][O:2][N:3]([CH3:17])[C:4]([C:6]1([C:13]([F:16])([F:15])[F:14])[CH2:11][CH2:10][CH:9]([OH:12])[CH2:8][CH2:7]1)=[O:5].N1C(C)=CC=CC=1C.FC(F)(F)S(O[Si:32]([C:35]([CH3:38])([CH3:37])[CH3:36])([CH3:34])[CH3:33])(=O)=O. Product: [CH3:1][O:2][N:3]([CH3:17])[C:4]([C:6]1([C:13]([F:14])([F:15])[F:16])[CH2:11][CH2:10][CH:9]([O:12][Si:32]([C:35]([CH3:38])([CH3:37])[CH3:36])([CH3:34])[CH3:33])[CH2:8][CH2:7]1)=[O:5]. The catalyst class is: 2. (4) Reactant: [NH2:1][C:2]1[CH:3]=[C:4]2[C:8](=[CH:9][C:10]=1[F:11])[C:7](=[O:12])[CH:6]([CH2:13][CH2:14][CH2:15][CH3:16])[CH2:5]2.C[O-:18].[Na+].[CH:20]([C:22]([CH3:24])=O)=[CH2:21]. Product: [NH2:1][C:2]1[CH:3]=[C:4]2[C:8](=[CH:9][C:10]=1[F:11])[C:7](=[O:12])[C:6]([CH2:21][CH2:20][CH2:22][CH3:24])([CH2:13][CH2:14][C:15](=[O:18])[CH3:16])[CH2:5]2. The catalyst class is: 511. (5) Reactant: [Cl:1][C:2]1[CH:3]=[CH:4][C:5]2[N:6]([CH:8]=[C:9]([CH3:11])[N:10]=2)[N:7]=1.[N+:12]([O-])([OH:14])=[O:13].C(=O)(O)[O-].[Na+]. Product: [Cl:1][C:2]1[CH:3]=[CH:4][C:5]2[N:6]([C:8]([N+:12]([O-:14])=[O:13])=[C:9]([CH3:11])[N:10]=2)[N:7]=1. The catalyst class is: 65. (6) Reactant: N1C(Cl)=NC(Cl)=NC=1Cl.[C:10]([O:14][C:15](=[O:28])[NH:16][CH2:17][C:18]1([CH2:24][C:25](=O)[NH2:26])[CH2:23][CH2:22][CH2:21][CH2:20][CH2:19]1)([CH3:13])([CH3:12])[CH3:11].CCCCCC.CCOC(C)=O. Product: [C:10]([O:14][C:15](=[O:28])[NH:16][CH2:17][C:18]1([CH2:24][C:25]#[N:26])[CH2:19][CH2:20][CH2:21][CH2:22][CH2:23]1)([CH3:11])([CH3:13])[CH3:12]. The catalyst class is: 3. (7) The catalyst class is: 7. Product: [CH3:1][O:2][C:3]([C:5]1[C:10]([Cl:26])=[N:9][C:8]([O:12][CH3:13])=[C:7]([Cl:14])[N:6]=1)=[O:4]. Reactant: [CH3:1][O:2][C:3]([C:5]1[C:10](N)=[N:9][C:8]([O:12][CH3:13])=[C:7]([Cl:14])[N:6]=1)=[O:4].N([O-])=O.[Na+].C(OCC)(=O)C.O.[ClH:26]. (8) Reactant: Br[C:2]1[N:7]=[C:6]([C:8]([OH:10])=[O:9])[C:5]([F:11])=[CH:4][CH:3]=1.[F:12][C:13]1[CH:18]=[C:17]([O:19][CH3:20])[CH:16]=[C:15]([F:21])[C:14]=1B(O)O. Product: [F:12][C:13]1[CH:18]=[C:17]([O:19][CH3:20])[CH:16]=[C:15]([F:21])[C:14]=1[C:2]1[N:7]=[C:6]([C:8]([OH:10])=[O:9])[C:5]([F:11])=[CH:4][CH:3]=1. The catalyst class is: 462. (9) Reactant: [C:1](=[O:20])([O:12][CH2:13][C:14]1[CH:19]=[CH:18][N:17]=[CH:16][CH:15]=1)OC1C=CC([N+]([O-])=O)=CC=1.[NH2:21][C@H:22]([CH:25]([CH3:27])[CH3:26])[CH2:23][OH:24]. Product: [OH:24][CH2:23][C@H:22]([NH:21][C:1](=[O:20])[O:12][CH2:13][C:14]1[CH:15]=[CH:16][N:17]=[CH:18][CH:19]=1)[CH:25]([CH3:27])[CH3:26]. The catalyst class is: 241.